Dataset: Catalyst prediction with 721,799 reactions and 888 catalyst types from USPTO. Task: Predict which catalyst facilitates the given reaction. (1) Reactant: [F:1][C:2]1[CH:3]=[C:4]([C:9]2[CH:14]=[CH:13][C:12]([C:15]([NH:17][C@H:18]([C:25]([O:27]CC3C=CC=CC=3)=[O:26])[CH2:19][C:20]([O:22][CH2:23][CH3:24])=[O:21])=[O:16])=[C:11]([NH:35][C:36]([NH:38][C:39]3[C:44]([CH3:45])=[CH:43][C:42]([CH3:46])=[CH:41][C:40]=3[CH3:47])=[O:37])[CH:10]=2)[CH:5]=[CH:6][C:7]=1[F:8].[H][H]. Product: [F:1][C:2]1[CH:3]=[C:4]([C:9]2[CH:14]=[CH:13][C:12]([C:15]([NH:17][C@@H:18]([CH2:19][C:20]([O:22][CH2:23][CH3:24])=[O:21])[C:25]([OH:27])=[O:26])=[O:16])=[C:11]([NH:35][C:36]([NH:38][C:39]3[C:44]([CH3:45])=[CH:43][C:42]([CH3:46])=[CH:41][C:40]=3[CH3:47])=[O:37])[CH:10]=2)[CH:5]=[CH:6][C:7]=1[F:8]. The catalyst class is: 381. (2) Reactant: [CH2:1]1O[C@@H:4]2[C@@H:6](O)[CH2:7]O[C@@H:3]2[C@@H:2]1[OH:10].[C:11](=O)([O:19][C:20]1[CH:25]=[CH:24][CH:23]=[CH:22][CH:21]=1)OC1C=CC=CC=1.[CH2:27]([CH:29]([CH2:33][CH2:34]CC)C([O-])=O)[CH3:28].[CH2:27]([CH:29]([CH2:33][CH2:34]CC)C([O-])=O)[CH3:28].[Sn+2]. Product: [C:2]1([OH:10])[CH:1]=[CH:7][CH:6]=[CH:4][CH:3]=1.[C:20]1([O:19][C:11]2[CH:34]=[CH:33][CH:29]=[CH:27][CH:28]=2)[CH:21]=[CH:22][CH:23]=[CH:24][CH:25]=1. The catalyst class is: 400. (3) Reactant: Br[C:2]1[CH:3]=[C:4]2[C:9](=[CH:10][CH:11]=1)[N:8]=[CH:7][N:6]=[C:5]2[N:12]1[CH2:17][CH2:16][CH2:15][CH2:14][CH2:13]1.B1(B2OC(C)(C)C(C)(C)O2)OC(C)(C)C(C)(C)O1.CC([O-])=O.[K+].C([O-])([O-])=O.[K+].[K+].N[C:48]1[C:53]([S:54]([N:57](C)C)(=[O:56])=[O:55])=[CH:52][C:51](Br)=[CH:50][N:49]=1. Product: [N:12]1([C:5]2[C:4]3[C:9](=[CH:10][CH:11]=[C:2]([C:51]4[CH:52]=[C:53]([S:54]([NH2:57])(=[O:56])=[O:55])[CH:48]=[N:49][CH:50]=4)[CH:3]=3)[N:8]=[CH:7][N:6]=2)[CH2:17][CH2:16][CH2:15][CH2:14][CH2:13]1. The catalyst class is: 819. (4) Reactant: [NH2:1][C:2]1[C:7]2[O:8][C@@H:9]([CH2:12][O:13][S:14]([C:17]3[CH:22]=[CH:21][C:20]([CH3:23])=[CH:19][CH:18]=3)(=[O:16])=[O:15])[CH2:10][O:11][C:6]=2[CH:5]=[CH:4][C:3]=1[N+:24]([O-])=O.Cl.C(O)(C)C.[H][H]. Product: [CH3:23][C:20]1[CH:21]=[CH:22][C:17]([S:14]([O:13][CH2:12][CH:9]2[O:8][C:7]3[C:2]([NH2:1])=[C:3]([NH2:24])[CH:4]=[CH:5][C:6]=3[O:11][CH2:10]2)(=[O:16])=[O:15])=[CH:18][CH:19]=1. The catalyst class is: 19. (5) Reactant: [CH:1]([C:3]1[CH:4]=[CH:5][C:6]([O:11][C:12]2[CH:17]=[CH:16][C:15]([CH3:18])=[CH:14][C:13]=2[OH:19])=[C:7]([CH:10]=1)[C:8]#[N:9])=O.[NH2:20][C@H:21]([C:24]([OH:26])=[O:25])[CH2:22][SH:23]. Product: [C:8]([C:7]1[CH:10]=[C:3]([CH:1]2[NH:20][CH:21]([C:24]([OH:26])=[O:25])[CH2:22][S:23]2)[CH:4]=[CH:5][C:6]=1[O:11][C:12]1[CH:17]=[CH:16][C:15]([CH3:18])=[CH:14][C:13]=1[OH:19])#[N:9]. The catalyst class is: 40. (6) Reactant: [CH3:1][S:2](Cl)(=[O:4])=[O:3].[Cl:6][C:7]1[CH:12]=[CH:11][C:10]([CH:13]2[CH2:18][CH:17]([OH:19])[CH2:16][CH2:15][O:14]2)=[CH:9][CH:8]=1.CCN(C(C)C)C(C)C. Product: [CH3:1][S:2]([O:19][CH:17]1[CH2:16][CH2:15][O:14][CH:13]([C:10]2[CH:11]=[CH:12][C:7]([Cl:6])=[CH:8][CH:9]=2)[CH2:18]1)(=[O:4])=[O:3]. The catalyst class is: 2. (7) Reactant: [C:1](=[O:16])([O:9][C:10]1[CH:15]=[CH:14][CH:13]=[CH:12][CH:11]=1)OC1C=CC=CC=1.[NH2:17][C@H:18]([C:23]([O-:25])=[O:24])[CH2:19][CH2:20][S:21][CH3:22].C([P+](CCCC)(CCCC)CCCC)CCC.Cl. Product: [O:9]([C:1]([NH:17][C@H:18]([C:23]([OH:25])=[O:24])[CH2:19][CH2:20][S:21][CH3:22])=[O:16])[C:10]1[CH:11]=[CH:12][CH:13]=[CH:14][CH:15]=1. The catalyst class is: 10.